Dataset: Experimentally validated miRNA-target interactions with 360,000+ pairs, plus equal number of negative samples. Task: Binary Classification. Given a miRNA mature sequence and a target amino acid sequence, predict their likelihood of interaction. (1) The miRNA is hsa-miR-1262 with sequence AUGGGUGAAUUUGUAGAAGGAU. The protein sequence of the target gene is MEEHGVTQTEHMATIEAHAVAQQVQQVHVATYTEHSMLSADEDSPSSPEDTSYDDSDILNSTAADEVTAHLAAAGPVGMAAAAAVATGKKRKRPHVFESNPSIRKRQQTRLLRKLRATLDEYTTRVGQQAIVLCISPSKPNPVFKVFGAAPLENVVRKYKSMILEDLESALAEHAPAPQEVNSELPPLTIDGIPVSVDKMTQAQLRAFIPEMLKYSTGRGKPGWGKESCKPIWWPEDIPWANVRSDVRTEEQKQRVSWTQALRTIVKNCYKQHGREDLLYAFEDQQTQTQATATHSIAHL.... Result: 1 (interaction). (2) The miRNA is mmu-miR-207 with sequence GCUUCUCCUGGCUCUCCUCCCUC. Result: 1 (interaction). The protein sequence of the target gene is MTAGSVCAPQIIPLRVPQPGKANHEIDTNTLLEMKSDTPDVNIYYTLDGSKPDFLKKVGSGENNTFKYVKPITLPDGKIQVKAVAVSKDCRQSGIVTKVFQVDYEPPKMVSSEDNVEDALKGFSKQELKNGFVGPKLRKKYKNAENKSTWNVNLRRLADLKVGERADPKTLKDLRFAESPLEIPAYHEGASARLPTHQAQSPGFAHITGQKSLTSTEIMRIQRETDFLKCAHCLASRPSDPFARFCHECGAPVPPIFGYRLPPPEGAQMGLCAECGSMVPMNTPICVVCEAPLAPQLRPQ....